This data is from Reaction yield outcomes from USPTO patents with 853,638 reactions. The task is: Predict the reaction yield, written as a fraction of the theoretical maximum amount of product (1.0 means a 100% yield; for example, 0.34 means a 34% yield). (1) The yield is 0.970. The catalyst is C1COCC1. The reactants are [O:1]=[C:2]1[C:10]2[C:5](=[CH:6][CH:7]=[CH:8][CH:9]=2)[C:4](=[O:11])[N:3]1[CH:12]1[CH2:17][CH2:16][CH:15]([C:18]([O:20][CH2:21][CH3:22])=[O:19])[CH2:14][CH2:13]1.[Li+].[CH3:24]C([N-]C(C)C)C.CI. The product is [O:1]=[C:2]1[C:10]2[C:5](=[CH:6][CH:7]=[CH:8][CH:9]=2)[C:4](=[O:11])[N:3]1[CH:12]1[CH2:13][CH2:14][C:15]([CH3:24])([C:18]([O:20][CH2:21][CH3:22])=[O:19])[CH2:16][CH2:17]1. (2) The catalyst is CO. The product is [CH:1]1([C:5]2[C:14]([I:15])=[CH:13][C:8]([C:9]([OH:11])=[O:10])=[C:7]([CH3:16])[CH:6]=2)[CH2:2][CH2:3][CH2:4]1. The reactants are [CH:1]1([C:5]2[C:14]([I:15])=[CH:13][C:8]([C:9]([O:11]C)=[O:10])=[C:7]([CH3:16])[CH:6]=2)[CH2:4][CH2:3][CH2:2]1.[OH-].[Na+]. The yield is 0.930.